Dataset: Retrosynthesis with 50K atom-mapped reactions and 10 reaction types from USPTO. Task: Predict the reactants needed to synthesize the given product. (1) The reactants are: CCC(=O)N(Cc1cccc(I)c1)c1cccc(C#N)c1.OB(O)c1ccncc1. Given the product CCC(=O)N(Cc1cccc(-c2ccncc2)c1)c1cccc(C#N)c1, predict the reactants needed to synthesize it. (2) Given the product Brc1ccc(CCOCc2ccccc2)cc1, predict the reactants needed to synthesize it. The reactants are: BrCc1ccccc1.OCCc1ccc(Br)cc1. (3) Given the product COC1CN(C(=O)OCc2ccccc2)CC1(C)C(=O)O, predict the reactants needed to synthesize it. The reactants are: CCOC(=O)C1(C)CN(C(=O)OCc2ccccc2)CC1OC. (4) Given the product C=CCNc1cc(-c2ccc(C(=O)NCc3cccc(OC)c3)cc2)ncn1, predict the reactants needed to synthesize it. The reactants are: C=CCNc1cc(Cl)ncn1.COc1cccc(CNC(=O)c2ccc(B3OC(C)(C)C(C)(C)O3)cc2)c1. (5) Given the product C#Cc1cnc([C@@H]2C[C@H]3C[C@H]3N2C(=O)OC(C)(C)C)[nH]1, predict the reactants needed to synthesize it. The reactants are: CC(C)(C)OC(=O)N1[C@H](c2ncc(C#C[Si](C)(C)C)[nH]2)C[C@H]2C[C@H]21.